Dataset: Full USPTO retrosynthesis dataset with 1.9M reactions from patents (1976-2016). Task: Predict the reactants needed to synthesize the given product. (1) Given the product [CH:17]1([C:7]2[N:8]([CH2:12][C:13]3[N:16]=[C:32]([C:30]4[CH:29]=[CH:28][N:27]=[C:26]([C:25]([F:36])([F:24])[F:35])[CH:31]=4)[O:15][N:14]=3)[C:9]3[C:5]([CH:6]=2)=[C:4]([C:20]([F:22])([F:23])[F:21])[C:3]([C:1]#[N:2])=[CH:11][CH:10]=3)[CH2:19][CH2:18]1, predict the reactants needed to synthesize it. The reactants are: [C:1]([C:3]1[C:4]([C:20]([F:23])([F:22])[F:21])=[C:5]2[C:9](=[CH:10][CH:11]=1)[N:8]([CH2:12][C:13](=[NH:16])[NH:14][OH:15])[C:7]([CH:17]1[CH2:19][CH2:18]1)=[CH:6]2)#[N:2].[F:24][C:25]([F:36])([F:35])[C:26]1[CH:31]=[C:30]([C:32](O)=O)[CH:29]=[CH:28][N:27]=1. (2) Given the product [OH:1][C:2]1[CH:7]=[CH:6][CH:5]=[CH:4][C:3]=1[N:8]1[C:12]([CH3:13])=[C:11]([CH2:14][CH2:15][C:16]([OH:18])=[O:17])[C:10]([CH3:20])=[N:9]1, predict the reactants needed to synthesize it. The reactants are: [OH:1][C:2]1[CH:7]=[CH:6][CH:5]=[CH:4][C:3]=1[N:8]1[C:12]([CH3:13])=[C:11]([CH2:14][CH2:15][C:16]([O:18]C)=[O:17])[C:10]([CH3:20])=[N:9]1.[OH-].[Na+].O.Cl. (3) Given the product [I:11][C:10]1[C:4]2[C:5](=[N:6][CH:7]=[C:2]([C:32]3[CH:33]=[C:34]([NH:38][S:39]([CH3:42])(=[O:40])=[O:41])[CH:35]=[CH:36][CH:37]=3)[CH:3]=2)[N:8]([S:12]([C:15]2[CH:21]=[CH:20][C:18]([CH3:19])=[CH:17][CH:16]=2)(=[O:14])=[O:13])[CH:9]=1, predict the reactants needed to synthesize it. The reactants are: Br[C:2]1[CH:3]=[C:4]2[C:10]([I:11])=[CH:9][N:8]([S:12]([C:15]3[CH:21]=[CH:20][C:18]([CH3:19])=[CH:17][CH:16]=3)(=[O:14])=[O:13])[C:5]2=[N:6][CH:7]=1.IC1C2C(=NC=C([C:32]3[CH:33]=[C:34]([NH:38][S:39]([CH3:42])(=[O:41])=[O:40])[CH:35]=[CH:36][CH:37]=3)C=2)NC=1.C1(C)C=CC(S(Cl)(=O)=O)=CC=1.[H-].[Na+]. (4) Given the product [Cl:12][C:3]1[CH:2]=[C:1]([C:7]#[C:8][CH:9]=[N:10][OH:11])[CH:6]=[CH:5][CH:4]=1, predict the reactants needed to synthesize it. The reactants are: [C:1]1([C:7]#[C:8][CH:9]=[N:10][OH:11])[CH:6]=[CH:5][CH:4]=[CH:3][CH:2]=1.[Cl:12]C1C=C(C#CC=O)C=CC=1. (5) Given the product [F:43][C:44]([F:55])([F:56])[C:45]1[CH:46]=[CH:47][C:48]([C@H:51]([NH:54][C:18]([C:11]2[CH:10]=[C:9]([C:7]([N:3]3[CH2:4][CH2:5][CH2:6][C@@H:2]3[CH3:1])=[O:8])[N:17]3[CH2:16][CH2:15][O:14][CH2:13][C:12]=23)=[O:19])[CH2:52][CH3:53])=[CH:49][CH:50]=1, predict the reactants needed to synthesize it. The reactants are: [CH3:1][C@H:2]1[CH2:6][CH2:5][CH2:4][N:3]1[C:7]([C:9]1[N:17]2[C:12]([CH2:13][O:14][CH2:15][CH2:16]2)=[C:11]([C:18](O)=[O:19])[CH:10]=1)=[O:8].ON1C2C=CC=CC=2N=N1.Cl.C(N=C=NCCCN(C)C)C.[F:43][C:44]([F:56])([F:55])[C:45]1[CH:50]=[CH:49][C:48]([C@H:51]([NH2:54])[CH2:52][CH3:53])=[CH:47][CH:46]=1. (6) Given the product [C:31]([O:30][C:28]([N:18]1[CH2:19][C@H:20]([C:21]2[CH:26]=[CH:25][C:24]([F:27])=[CH:23][CH:22]=2)[C@@H:16]([C:43]([OH:42])=[O:35])[CH2:17]1)=[O:29])([CH3:34])([CH3:32])[CH3:33], predict the reactants needed to synthesize it. The reactants are: C([C@@H]1COC(=O)N1C([C@@H:16]1[C@@H:20]([C:21]2[CH:26]=[CH:25][C:24]([F:27])=[CH:23][CH:22]=2)[CH2:19][N:18]([C:28]([O:30][C:31]([CH3:34])([CH3:33])[CH3:32])=[O:29])[CH2:17]1)=O)C1C=CC=CC=1.[OH:35]O.[OH-].[Li+].C1[CH2:43][O:42]CC1. (7) The reactants are: [O:1]1[CH2:6][CH2:5][N:4]([C:7]2[CH:12]=[CH:11][C:10]([C:13]3[NH:35][C:16]4=[N:17][CH:18]=[CH:19][C:20]([C:21]5[CH:22]=[CH:23][C:24]([O:29][C@@H:30]6[CH2:34][CH2:33][NH:32][CH2:31]6)=[C:25]([CH:28]=5)[C:26]#[N:27])=[C:15]4[N:14]=3)=[CH:9][CH:8]=2)[CH2:3][CH2:2]1.[OH:36][CH2:37][C:38](O)=[O:39].CN(C(ON1N=NC2C=CC=NC1=2)=[N+](C)C)C.F[P-](F)(F)(F)(F)F. Given the product [OH:39][CH2:38][C:37]([N:32]1[CH2:33][CH2:34][C@@H:30]([O:29][C:24]2[CH:23]=[CH:22][C:21]([C:20]3[CH:19]=[CH:18][N:17]=[C:16]4[NH:35][C:13]([C:10]5[CH:9]=[CH:8][C:7]([N:4]6[CH2:5][CH2:6][O:1][CH2:2][CH2:3]6)=[CH:12][CH:11]=5)=[N:14][C:15]=34)=[CH:28][C:25]=2[C:26]#[N:27])[CH2:31]1)=[O:36], predict the reactants needed to synthesize it. (8) Given the product [O:48]([CH2:47][CH2:46][S:45][CH2:44][C:41]1[CH:42]=[CH:43][C:38]([C:35]2[CH:34]=[CH:33][C:32]([C:30]([OH:31])=[O:29])=[CH:37][CH:36]=2)=[CH:39][CH:40]=1)[C:49]1[CH:50]=[CH:51][CH:52]=[CH:53][CH:54]=1, predict the reactants needed to synthesize it. The reactants are: O(CCSCC1C=CC(C2C=CC=C(C(O)=O)C=2)=CC=1)C1C=CC=CC=1.C([O:29][C:30]([C:32]1[CH:37]=[CH:36][C:35]([C:38]2[CH:43]=[CH:42][C:41]([CH2:44][S:45][CH2:46][CH2:47][O:48][C:49]3[CH:54]=[CH:53][CH:52]=[CH:51][CH:50]=3)=[CH:40][CH:39]=2)=[CH:34][CH:33]=1)=[O:31])C.[OH-].[Li+]. (9) Given the product [NH2:20][C:16]1[CH:17]=[C:18]2[C:13](=[CH:14][CH:15]=1)[CH2:12][C:11]1([C:10]3[C:5](=[CH:6][CH:7]=[CH:8][CH:9]=3)[NH:4][C:3]1=[O:2])[CH2:19]2, predict the reactants needed to synthesize it. The reactants are: Cl.[O:2]=[C:3]1[C:11]2([CH2:19][C:18]3[C:13](=[CH:14][CH:15]=[C:16]([NH:20]C(=O)OC(C)(C)C)[CH:17]=3)[CH2:12]2)[C:10]2[C:5](=[CH:6][CH:7]=[CH:8][CH:9]=2)[NH:4]1. (10) Given the product [CH2:17]([N:6]1[CH2:5][CH:4]([CH3:20])[C:3](=[O:2])[NH:13][C:12]2[CH:11]=[N:10][C:9]([Cl:16])=[N:8][C:7]1=2)[CH:18]=[CH2:19], predict the reactants needed to synthesize it. The reactants are: C[O:2][C:3](=O)[CH:4]([CH3:20])[CH2:5][N:6]([CH2:17][CH:18]=[CH2:19])[C:7]1[C:12]([N+:13]([O-])=O)=[CH:11][N:10]=[C:9]([Cl:16])[N:8]=1.